This data is from Full USPTO retrosynthesis dataset with 1.9M reactions from patents (1976-2016). The task is: Predict the reactants needed to synthesize the given product. (1) Given the product [Si:5]([O:8][CH2:9][CH2:10][C:11]([C:12]1[CH:17]=[CH:16][C:15]([O:18][CH3:19])=[CH:14][C:13]=1[O:20][CH3:21])=[O:23])([C:1]([CH3:3])([CH3:2])[CH3:4])([CH3:7])[CH3:6], predict the reactants needed to synthesize it. The reactants are: [C:1]([Si:5]([O:8][CH2:9][CH2:10][CH2:11][C:12]1[CH:17]=[CH:16][C:15]([O:18][CH3:19])=[CH:14][C:13]=1[O:20][CH3:21])([CH3:7])[CH3:6])([CH3:4])([CH3:3])[CH3:2].C(=O)([O-])[OH:23].[Na+].ClC1C=CC=C(C(OO)=O)C=1. (2) Given the product [CH3:23][O:24][C:25]1[N:30]=[CH:29][C:28]([NH:31][C:32]([C:34]2[CH:43]=[CH:42][C:37]([C:38]([OH:40])=[O:39])=[CH:36][N:35]=2)=[O:33])=[CH:27][CH:26]=1, predict the reactants needed to synthesize it. The reactants are: COC(C1C=CC(C(O)=O)=NC=1)=O.COC1N=CC(N)=CC=1.[CH3:23][O:24][C:25]1[N:30]=[CH:29][C:28]([NH:31][C:32]([C:34]2[CH:43]=[CH:42][C:37]([C:38]([O:40]C)=[O:39])=[CH:36][N:35]=2)=[O:33])=[CH:27][CH:26]=1. (3) Given the product [Cl:15][C:16]1[CH:17]=[C:18]2[C:22](=[CH:23][CH:24]=1)[NH:21][C:20](=[O:25])[C:19]2([C:2]1[CH:3]=[C:4]([CH:10]2[O:14][CH2:13][CH2:12][O:11]2)[CH:5]=[CH:6][C:7]=1[O:8][CH3:9])[OH:26], predict the reactants needed to synthesize it. The reactants are: Br[C:2]1[CH:3]=[C:4]([CH:10]2[O:14][CH2:13][CH2:12][O:11]2)[CH:5]=[CH:6][C:7]=1[O:8][CH3:9].[Cl:15][C:16]1[CH:17]=[C:18]2[C:22](=[CH:23][CH:24]=1)[NH:21][C:20](=[O:25])[C:19]2=[O:26]. (4) Given the product [OH:13][N:12]([C:14]1[CH:19]=[CH:18][CH:17]=[CH:16][CH:15]=1)[C:8](=[O:9])[C:7]1[CH:6]=[CH:5][C:4]([N+:1]([O-:3])=[O:2])=[CH:11][CH:10]=1, predict the reactants needed to synthesize it. The reactants are: [N+:1]([C:4]1[CH:11]=[CH:10][C:7]([CH:8]=[O:9])=[CH:6][CH:5]=1)([O-:3])=[O:2].[N:12]([C:14]1[CH:19]=[CH:18][CH:17]=[CH:16][CH:15]=1)=[O:13].